From a dataset of Forward reaction prediction with 1.9M reactions from USPTO patents (1976-2016). Predict the product of the given reaction. (1) Given the reactants [N:1]([CH2:4][C:5]([N:7]1[C:13]2[CH:14]=[CH:15][CH:16]=[CH:17][C:12]=2[CH2:11][CH2:10][C:9]2[CH:18]=[CH:19][C:20]([Cl:22])=[CH:21][C:8]1=2)=O)=[N+]=[N-].B.C1COCC1.Cl.[OH-].[Na+], predict the reaction product. The product is: [ClH:22].[Cl:22][C:20]1[CH:19]=[CH:18][C:9]2[CH2:10][CH2:11][C:12]3[CH:17]=[CH:16][CH:15]=[CH:14][C:13]=3[N:7]([CH2:5][CH2:4][NH2:1])[C:8]=2[CH:21]=1. (2) Given the reactants [N+]([C:4]1[CH:11]=[CH:10][CH:9]=[C:8]([N+:12]([O-:14])=[O:13])[C:5]=1[C:6]#[N:7])([O-])=O.C([O-])([O-])=O.[K+].[K+].[C:21]1([SH:27])[CH:26]=[CH:25][CH:24]=[CH:23][CH:22]=1.O, predict the reaction product. The product is: [N+:12]([C:8]1[CH:9]=[CH:10][CH:11]=[C:4]([S:27][C:21]2[CH:26]=[CH:25][CH:24]=[CH:23][CH:22]=2)[C:5]=1[C:6]#[N:7])([O-:14])=[O:13]. (3) Given the reactants [C:1]1([C:7]2[N:8]=[CH:9][O:10][C:11]=2[C:12]2[CH:13]=[CH:14][C:15]([NH:18][NH2:19])=[N:16][CH:17]=2)[CH:6]=[CH:5][CH:4]=[CH:3][CH:2]=1.C(N(CC)C(C)C)(C)C.[C:29](Cl)(=[O:33])[CH:30]([CH3:32])[CH3:31], predict the reaction product. The product is: [C:1]1([C:7]2[N:8]=[CH:9][O:10][C:11]=2[C:12]2[CH:13]=[CH:14][C:15]([NH:18][NH:19][C:29](=[O:33])[CH:30]([CH3:32])[CH3:31])=[N:16][CH:17]=2)[CH:2]=[CH:3][CH:4]=[CH:5][CH:6]=1. (4) Given the reactants [CH:1]1([C:4]2[C:12]3[C:11](=[O:13])[N:10](COCC[Si](C)(C)C)[N:9]=[CH:8][C:7]=3[NH:6][C:5]=2[C:22]2[CH:31]=[CH:30][C:29]([O:32][CH:33]([F:35])[F:34])=[C:28]3[C:23]=2[CH:24]=[CH:25][C:26]([CH3:37])([CH3:36])[O:27]3)[CH2:3][CH2:2]1.[Cl:38]C1C2C(=O)NN=CC=2N(COCC[Si](C)(C)C)C=1C1C=CC(OC(F)F)=C(OC2CC2)C=1, predict the reaction product. The product is: [ClH:38].[CH:1]1([C:4]2[C:12]3[C:11](=[O:13])[NH:10][N:9]=[CH:8][C:7]=3[NH:6][C:5]=2[C:22]2[CH:31]=[CH:30][C:29]([O:32][CH:33]([F:35])[F:34])=[C:28]3[C:23]=2[CH:24]=[CH:25][C:26]([CH3:37])([CH3:36])[O:27]3)[CH2:2][CH2:3]1. (5) Given the reactants [C:1]([CH2:4][CH:5]1[C:9]2[C:10]([C:16]([NH:18][C:19]3[C:24]([Cl:25])=[CH:23][N:22]=[CH:21][C:20]=3[Cl:26])=[O:17])=[CH:11][CH:12]=[C:13]([O:14][CH3:15])[C:8]=2[O:7][CH2:6]1)([OH:3])=O.[NH2:27][C:28]1[C:33]([Cl:34])=[CH:32][N:31]=[CH:30][C:29]=1[Cl:35], predict the reaction product. The product is: [Cl:25][C:24]1[CH:23]=[N:22][CH:21]=[C:20]([Cl:26])[C:19]=1[NH:18][C:16]([C:10]1[C:9]2[CH:5]([CH2:4][C:1]([NH:27][C:28]3[C:33]([Cl:34])=[CH:32][N:31]=[CH:30][C:29]=3[Cl:35])=[O:3])[CH2:6][O:7][C:8]=2[C:13]([O:14][CH3:15])=[CH:12][CH:11]=1)=[O:17].